From a dataset of Full USPTO retrosynthesis dataset with 1.9M reactions from patents (1976-2016). Predict the reactants needed to synthesize the given product. (1) The reactants are: [S:1]1[C:5]2[CH:6]=[CH:7][CH:8]=[CH:9][C:4]=2[N:3]=[C:2]1[N:10]1[C:14](=[O:15])[C:13](=[CH:16][N:17](C)C)[C:12]([C:20]2[S:21][C:22]([Br:25])=[CH:23][CH:24]=2)=[N:11]1. Given the product [NH2:17][CH:16]=[C:13]1[C:12]([C:20]2[S:21][C:22]([Br:25])=[CH:23][CH:24]=2)=[N:11][N:10]([C:2]2[S:1][C:5]3[CH:6]=[CH:7][CH:8]=[CH:9][C:4]=3[N:3]=2)[C:14]1=[O:15], predict the reactants needed to synthesize it. (2) Given the product [CH2:18]([NH:21][C:9]1[N:10]=[C:5]([NH:4][CH2:1][CH:2]=[CH2:3])[C:6]2[S:14][CH:13]=[C:12]([CH:15]([CH3:17])[CH3:16])[C:7]=2[N:8]=1)[CH:19]=[CH2:20], predict the reactants needed to synthesize it. The reactants are: [CH2:1]([NH:4][C:5]1[C:6]2[S:14][CH:13]=[C:12]([CH:15]([CH3:17])[CH3:16])[C:7]=2[N:8]=[C:9](Cl)[N:10]=1)[CH:2]=[CH2:3].[CH2:18]([NH2:21])[CH:19]=[CH2:20].C(=O)([O-])O.[Na+]. (3) Given the product [Cl:1][C:2]1[CH:9]=[C:8]([N:10]([CH2:11][C:12]2[CH:13]=[CH:14][C:15]([O:18][C:19]([F:20])([F:21])[F:22])=[CH:16][CH:17]=2)[C:23](=[O:26])[CH2:24][CH3:25])[CH:7]=[C:4]([C:5]#[N:6])[CH:3]=1, predict the reactants needed to synthesize it. The reactants are: [Cl:1][C:2]1[CH:3]=[C:4]([CH:7]=[C:8]([NH:10][CH2:11][C:12]2[CH:17]=[CH:16][C:15]([O:18][C:19]([F:22])([F:21])[F:20])=[CH:14][CH:13]=2)[CH:9]=1)[C:5]#[N:6].[C:23](Cl)(=[O:26])[CH2:24][CH3:25]. (4) Given the product [F:34][C:7]([F:6])([F:33])[S:8]([O:11][C:12]1[C:13]([N:32]([S:2]([CH3:1])(=[O:4])=[O:3])[S:2]([CH3:1])(=[O:4])=[O:3])=[CH:14][C:15]2[O:19][C:18]([C:20]3[CH:21]=[CH:22][C:23]([F:26])=[CH:24][CH:25]=3)=[C:17]([C:27](=[O:30])[NH:28][CH3:29])[C:16]=2[CH:31]=1)(=[O:10])=[O:9], predict the reactants needed to synthesize it. The reactants are: [CH3:1][S:2](Cl)(=[O:4])=[O:3].[F:6][C:7]([F:34])([F:33])[S:8]([O:11][C:12]1[C:13]([NH2:32])=[CH:14][C:15]2[O:19][C:18]([C:20]3[CH:25]=[CH:24][C:23]([F:26])=[CH:22][CH:21]=3)=[C:17]([C:27](=[O:30])[NH:28][CH3:29])[C:16]=2[CH:31]=1)(=[O:10])=[O:9].CCN(C(C)C)C(C)C.